This data is from Reaction yield outcomes from USPTO patents with 853,638 reactions. The task is: Predict the reaction yield, written as a fraction of the theoretical maximum amount of product (1.0 means a 100% yield; for example, 0.34 means a 34% yield). (1) The reactants are C(OC([N:8]1[CH2:13][CH2:12][N:11]([CH2:14][C:15]2[C:23]3[O:22][CH:21]=[CH:20][C:19]=3[CH:18]=[C:17]([NH2:24])[CH:16]=2)[CH2:10][CH2:9]1)=O)(C)(C)C.[S:25]1[CH:29]=[CH:28][CH:27]=[C:26]1[S:30]([Cl:33])(=[O:32])=[O:31]. No catalyst specified. The product is [ClH:33].[ClH:33].[N:11]1([CH2:14][C:15]2[C:23]3[O:22][CH:21]=[CH:20][C:19]=3[CH:18]=[C:17]([NH:24][S:30]([C:26]3[S:25][CH:29]=[CH:28][CH:27]=3)(=[O:32])=[O:31])[CH:16]=2)[CH2:10][CH2:9][NH:8][CH2:13][CH2:12]1. The yield is 0.0600. (2) The reactants are [NH2:1][C:2]1[CH:7]=[CH:6][C:5]([Br:8])=[CH:4][N:3]=1.C(N(CC)CC)C.[C:16]([N:19]1[CH2:24][CH2:23][CH:22]([CH2:25][C:26](Cl)=[O:27])[CH2:21][CH2:20]1)(=[O:18])[CH3:17].CO. The catalyst is O1CCCC1.ClCCl.C(OCC)(=O)C. The product is [C:16]([N:19]1[CH2:20][CH2:21][CH:22]([CH2:25][C:26]([NH:1][C:2]2[CH:7]=[CH:6][C:5]([Br:8])=[CH:4][N:3]=2)=[O:27])[CH2:23][CH2:24]1)(=[O:18])[CH3:17]. The yield is 0.410. (3) The reactants are COCCOC.Br[C:8]1[N:13]=[C:12]([C:14]([O:16][CH2:17][CH3:18])=[O:15])[CH:11]=[CH:10][CH:9]=1.[C:19]([O:23][C:24]([NH:26][CH2:27][C:28]1[CH:33]=[CH:32][CH:31]=[CH:30][C:29]=1B(O)O)=[O:25])([CH3:22])([CH3:21])[CH3:20].C(=O)([O-])[O-].[Na+].[Na+]. The catalyst is ClCCl.C1C=CC([P]([Pd]([P](C2C=CC=CC=2)(C2C=CC=CC=2)C2C=CC=CC=2)([P](C2C=CC=CC=2)(C2C=CC=CC=2)C2C=CC=CC=2)[P](C2C=CC=CC=2)(C2C=CC=CC=2)C2C=CC=CC=2)(C2C=CC=CC=2)C2C=CC=CC=2)=CC=1. The product is [C:19]([O:23][C:24]([NH:26][CH2:27][C:28]1[CH:33]=[CH:32][CH:31]=[CH:30][C:29]=1[C:8]1[N:13]=[C:12]([C:14]([O:16][CH2:17][CH3:18])=[O:15])[CH:11]=[CH:10][CH:9]=1)=[O:25])([CH3:22])([CH3:20])[CH3:21]. The yield is 0.720. (4) The reactants are [F:1][C:2]1[CH:10]=[C:9]2[C:5]([C:6]([CH3:13])([CH3:12])[C:7](=O)[NH:8]2)=[CH:4][CH:3]=1.COCCO[AlH2-]OCCOC.[Na+].[OH-].[Na+].O. The catalyst is C1(C)C=CC=CC=1. The product is [F:1][C:2]1[CH:10]=[C:9]2[C:5]([C:6]([CH3:13])([CH3:12])[CH2:7][NH:8]2)=[CH:4][CH:3]=1. The yield is 0.790. (5) The reactants are [C:1]([S:20][CH2:21][C:22]([O:24]CC)=[O:23])([C:14]1[CH:19]=[CH:18][CH:17]=[CH:16][CH:15]=1)([C:8]1[CH:13]=[CH:12][CH:11]=[CH:10][CH:9]=1)[C:2]1[CH:7]=[CH:6][CH:5]=[CH:4][CH:3]=1.[OH-].[Na+].O1CCOCC1. The catalyst is C(OCC)(=O)C.O. The product is [C:1]([S:20][CH2:21][C:22]([OH:24])=[O:23])([C:8]1[CH:9]=[CH:10][CH:11]=[CH:12][CH:13]=1)([C:14]1[CH:19]=[CH:18][CH:17]=[CH:16][CH:15]=1)[C:2]1[CH:3]=[CH:4][CH:5]=[CH:6][CH:7]=1. The yield is 0.921.